From a dataset of Full USPTO retrosynthesis dataset with 1.9M reactions from patents (1976-2016). Predict the reactants needed to synthesize the given product. (1) Given the product [Br:1][C:2]1[CH:3]=[CH:4][C:5]([F:10])=[C:6]([CH2:7][OH:8])[CH:9]=1, predict the reactants needed to synthesize it. The reactants are: [Br:1][C:2]1[CH:3]=[CH:4][C:5]([F:10])=[C:6]([CH:9]=1)[CH:7]=[O:8].C[Mg]Br. (2) Given the product [Cl:1][C:2]1[CH:26]=[CH:25][C:5]([CH2:6][CH2:7][N:8]2[CH2:12][CH2:11][C@H:10]([OH:13])[CH2:9]2)=[CH:4][CH:3]=1, predict the reactants needed to synthesize it. The reactants are: [Cl:1][C:2]1[CH:26]=[CH:25][C:5]([CH2:6][CH2:7][N:8]2[CH2:12][CH2:11][C@H:10]([O:13]C(=O)C3C=CC([N+]([O-])=O)=CC=3)[CH2:9]2)=[CH:4][CH:3]=1.[OH-].[Na+].